Dataset: Catalyst prediction with 721,799 reactions and 888 catalyst types from USPTO. Task: Predict which catalyst facilitates the given reaction. (1) Reactant: [NH2:1][C:2]1[CH:3]=[C:4]2[C:8](=[CH:9][CH:10]=1)[C:7](=[O:11])[N:6]([CH2:12][CH2:13][CH2:14][CH3:15])[CH2:5]2.C([O-])([O-])=O.[K+].[K+].CS(O[CH2:27][C:28]1[C:29]([CH3:41])=[N:30][C:31]([CH3:40])=[CH:32][C:33]=1[C:34]1[CH:39]=[CH:38][CH:37]=[CH:36][CH:35]=1)(=O)=O.O. Product: [CH2:12]([N:6]1[CH2:5][C:4]2[C:8](=[CH:9][CH:10]=[C:2]([NH:1][CH2:27][C:28]3[C:29]([CH3:41])=[N:30][C:31]([CH3:40])=[CH:32][C:33]=3[C:34]3[CH:35]=[CH:36][CH:37]=[CH:38][CH:39]=3)[CH:3]=2)[C:7]1=[O:11])[CH2:13][CH2:14][CH3:15]. The catalyst class is: 3. (2) Reactant: [NH2:1][CH2:2][CH2:3][CH2:4][N:5]1[C:13]2[C:8](=[CH:9][C:10]([Cl:14])=[CH:11][CH:12]=2)[CH:7]=[C:6]1[CH2:15][N:16]1[C:20]2=[CH:21][N:22]=[CH:23][CH:24]=[C:19]2[C:18]2([CH2:26][CH2:25]2)[C:17]1=[O:27].C(N(CC)CC)C.[C:35](Cl)(=[O:38])[O:36][CH3:37]. Product: [CH3:37][O:36][C:35](=[O:38])[NH:1][CH2:2][CH2:3][CH2:4][N:5]1[C:13]2[C:8](=[CH:9][C:10]([Cl:14])=[CH:11][CH:12]=2)[CH:7]=[C:6]1[CH2:15][N:16]1[C:20]2=[CH:21][N:22]=[CH:23][CH:24]=[C:19]2[C:18]2([CH2:26][CH2:25]2)[C:17]1=[O:27]. The catalyst class is: 9.